The task is: Regression. Given two drug SMILES strings and cell line genomic features, predict the synergy score measuring deviation from expected non-interaction effect.. This data is from NCI-60 drug combinations with 297,098 pairs across 59 cell lines. Drug 1: CC1=C(N=C(N=C1N)C(CC(=O)N)NCC(C(=O)N)N)C(=O)NC(C(C2=CN=CN2)OC3C(C(C(C(O3)CO)O)O)OC4C(C(C(C(O4)CO)O)OC(=O)N)O)C(=O)NC(C)C(C(C)C(=O)NC(C(C)O)C(=O)NCCC5=NC(=CS5)C6=NC(=CS6)C(=O)NCCC[S+](C)C)O. Drug 2: CC12CCC3C(C1CCC2O)C(CC4=C3C=CC(=C4)O)CCCCCCCCCS(=O)CCCC(C(F)(F)F)(F)F. Cell line: NCI-H522. Synergy scores: CSS=48.3, Synergy_ZIP=-13.3, Synergy_Bliss=-23.7, Synergy_Loewe=-20.8, Synergy_HSA=-18.2.